This data is from Forward reaction prediction with 1.9M reactions from USPTO patents (1976-2016). The task is: Predict the product of the given reaction. Given the reactants O[C:2]1[CH:3]=C2C(=C[CH:11]=1)N=CC=C2.[CH3:12][O:13][C:14]1[CH:15]=[C:16]2[C:21](=[CH:22][C:23]=1CCN1CCC(N3C4C(=CC=C(C(N)=O)C=4)C=C3)CC1)[N:20](C)[CH2:19][CH2:18][CH2:17]2.C(N1C2C(=CC(OC)=C(CCN3CCC(N4C5C(=CC=C(C(N)=O)C=5)C=C4)CC3)C=2)CCC1)(=O)C, predict the reaction product. The product is: [CH2:3]([C:15]1[C:14]([O:13][CH3:12])=[CH:23][CH:22]=[C:21]2[C:16]=1[CH:17]=[CH:18][CH:19]=[N:20]2)[CH:2]=[CH2:11].